Dataset: Catalyst prediction with 721,799 reactions and 888 catalyst types from USPTO. Task: Predict which catalyst facilitates the given reaction. Reactant: [N:1]1[CH:6]=[CH:5][CH:4]=[CH:3][C:2]=1[C:7]1[NH:11][CH:10]=[C:9]([CH:12]=[O:13])[CH:8]=1.[H-].[Na+].C1OCCOCCOCCOCCOC1.[F:31][C:32]1[CH:33]=[C:34]([S:39](Cl)(=[O:41])=[O:40])[CH:35]=[CH:36][C:37]=1[F:38]. Product: [F:31][C:32]1[CH:33]=[C:34]([S:39]([N:11]2[C:7]([C:2]3[CH:3]=[CH:4][CH:5]=[CH:6][N:1]=3)=[CH:8][C:9]([CH:12]=[O:13])=[CH:10]2)(=[O:40])=[O:41])[CH:35]=[CH:36][C:37]=1[F:38]. The catalyst class is: 334.